Dataset: Peptide-MHC class I binding affinity with 185,985 pairs from IEDB/IMGT. Task: Regression. Given a peptide amino acid sequence and an MHC pseudo amino acid sequence, predict their binding affinity value. This is MHC class I binding data. (1) The peptide sequence is APRTLVYLL. The MHC is HLA-A23:01 with pseudo-sequence HLA-A23:01. The binding affinity (normalized) is 0.0315. (2) The peptide sequence is TALGMSLNFPI. The MHC is Mamu-A02 with pseudo-sequence Mamu-A02. The binding affinity (normalized) is 0.344. (3) The peptide sequence is ELPQRETW. The MHC is Mamu-A01 with pseudo-sequence Mamu-A01. The binding affinity (normalized) is 0. (4) The peptide sequence is LPVLLGSLGC. The MHC is HLA-B53:01 with pseudo-sequence HLA-B53:01. The binding affinity (normalized) is 0.511.